From a dataset of Reaction yield outcomes from USPTO patents with 853,638 reactions. Predict the reaction yield, written as a fraction of the theoretical maximum amount of product (1.0 means a 100% yield; for example, 0.34 means a 34% yield). (1) The product is [C:1]([C:4]1[C:5]([OH:13])=[C:6]([CH:10]=[CH:11][CH:12]=1)[C:7]([O:9][CH3:19])=[O:8])(=[O:3])[CH3:2]. The yield is 0.200. The reactants are [C:1]([C:4]1[C:5]([OH:13])=[C:6]([CH:10]=[CH:11][CH:12]=1)[C:7]([OH:9])=[O:8])(=[O:3])[CH3:2].OS(O)(=O)=O.[CH3:19]O. No catalyst specified. (2) The reactants are [F:1][C:2]([F:16])([F:15])[CH2:3][O:4][C:5]1[CH:6]=[N:7][C:8]2[C:13]([CH:14]=1)=[CH:12][CH:11]=[CH:10][CH:9]=2. The catalyst is C(O)(C(F)(F)F)=O.[Pt](=O)=O. The product is [F:16][C:2]([F:1])([F:15])[CH2:3][O:4][C:5]1[CH:6]=[N:7][C:8]2[CH2:9][CH2:10][CH2:11][CH2:12][C:13]=2[CH:14]=1. The yield is 0.430. (3) The reactants are [Cl:1][C:2]1[CH:3]=[C:4]([NH:9][C:10]([C:13]2[N:14]=[N:15][S:16][C:17]=2[CH2:18][O:19][Si](C(C)C)(C(C)C)C(C)C)=[N:11][OH:12])[CH:5]=[CH:6][C:7]=1[F:8].Cl. The catalyst is CO.O1CCOCC1. The product is [Cl:1][C:2]1[CH:3]=[C:4]([NH:9][C:10]([C:13]2[N:14]=[N:15][S:16][C:17]=2[CH2:18][OH:19])=[N:11][OH:12])[CH:5]=[CH:6][C:7]=1[F:8]. The yield is 0.420. (4) The reactants are [Br:1][C:2]1[CH:3]=[C:4]([OH:8])[CH:5]=[CH:6][CH:7]=1.[Cl-].[Al+3].[Cl-].[Cl-].Cl[C:14]([CH3:22])([CH2:16][CH2:17][C:18](Cl)([CH3:20])[CH3:19])[CH3:15]. The catalyst is ClCCl.C(OCC)C. The product is [Br:1][C:2]1[CH:3]=[C:4]([OH:8])[C:5]2[C:14]([CH3:22])([CH3:15])[CH2:16][CH2:17][C:18]([CH3:20])([CH3:19])[C:6]=2[CH:7]=1. The yield is 0.680. (5) The reactants are [CH3:1][O:2][C:3](=[O:34])[C:4]([N:6]([CH2:18][C:19]1[CH:24]=[CH:23][CH:22]=[CH:21][C:20]=1[NH:25][C:26](=[O:33])[C:27]1[CH:32]=[CH:31][CH:30]=[CH:29][CH:28]=1)[S:7]([C:10]1[CH:15]=[CH:14][C:13]([O:16][CH3:17])=[CH:12][CH:11]=1)(=[O:9])=[O:8])=[CH2:5].C(=O)(O)[O-].[Na+]. The catalyst is CO. The product is [CH3:1][O:2][C:3]([CH:4]1[N:6]([S:7]([C:10]2[CH:11]=[CH:12][C:13]([O:16][CH3:17])=[CH:14][CH:15]=2)(=[O:9])=[O:8])[CH2:18][C:19]2[CH:24]=[CH:23][CH:22]=[CH:21][C:20]=2[N:25]([C:26](=[O:33])[C:27]2[CH:28]=[CH:29][CH:30]=[CH:31][CH:32]=2)[CH2:5]1)=[O:34]. The yield is 0.920. (6) The reactants are [F:1][C:2]1[C:3]([NH:16][C:17]2[CH:22]=[CH:21][C:20]([I:23])=[CH:19][C:18]=2[F:24])=[C:4]([C:9]([N:11]2[CH2:14][C:13](=O)[CH2:12]2)=[O:10])[CH:5]=[CH:6][C:7]=1[F:8].[NH2:25][OH:26]. The catalyst is O1CCOCC1. The product is [F:1][C:2]1[C:3]([NH:16][C:17]2[CH:22]=[CH:21][C:20]([I:23])=[CH:19][C:18]=2[F:24])=[C:4]([C:9]([N:11]2[CH2:14][C:13](=[N:25][OH:26])[CH2:12]2)=[O:10])[CH:5]=[CH:6][C:7]=1[F:8]. The yield is 0.540.